Dataset: Catalyst prediction with 721,799 reactions and 888 catalyst types from USPTO. Task: Predict which catalyst facilitates the given reaction. (1) Reactant: [CH2:1]([O:3][C:4](=[O:32])[CH:5]([C:10]1[CH:11]=[C:12]([C:22]2[CH:27]=[CH:26][C:25]([C:28]([F:31])([F:30])[F:29])=[CH:24][CH:23]=2)[CH:13]=[C:14]([CH:16]2[CH2:21][CH2:20][CH2:19][NH:18][CH2:17]2)[CH:15]=1)[CH2:6][CH:7]([CH3:9])[CH3:8])[CH3:2].[CH:33]([N:36]([CH:39]([CH3:41])[CH3:40])[CH2:37][CH3:38])([CH3:35])C. Product: [CH2:1]([O:3][C:4](=[O:32])[CH:5]([C:10]1[CH:11]=[C:12]([C:22]2[CH:23]=[CH:24][C:25]([C:28]([F:29])([F:30])[F:31])=[CH:26][CH:27]=2)[CH:13]=[C:14]([CH:16]2[CH2:21][CH2:20][CH2:19][N:18]([CH2:10][C:5]3[CH:6]=[CH:40][C:39]([N:36]4[CH:33]=[CH:35][CH:38]=[CH:37]4)=[CH:41][CH:4]=3)[CH2:17]2)[CH:15]=1)[CH2:6][CH:7]([CH3:9])[CH3:8])[CH3:2]. The catalyst class is: 210. (2) Reactant: Cl.[C:2]([N:5]([CH2:37][C:38]1[CH:43]=[C:42]([C:44]([F:47])([F:46])[F:45])[CH:41]=[C:40]([C:48]([F:51])([F:50])[F:49])[CH:39]=1)[CH:6]1[CH2:12][CH2:11][CH2:10][N:9]([C:13]([O:15][CH:16]([CH3:18])[CH3:17])=[O:14])[C:8]2[CH:19]=[CH:20][C:21]([N:23]=C(C3C=CC=CC=3)C3C=CC=CC=3)=[CH:22][C:7]1=2)(=[O:4])[CH3:3]. Product: [C:2]([N:5]([CH2:37][C:38]1[CH:39]=[C:40]([C:48]([F:51])([F:50])[F:49])[CH:41]=[C:42]([C:44]([F:47])([F:45])[F:46])[CH:43]=1)[CH:6]1[CH2:12][CH2:11][CH2:10][N:9]([C:13]([O:15][CH:16]([CH3:18])[CH3:17])=[O:14])[C:8]2[CH:19]=[CH:20][C:21]([NH2:23])=[CH:22][C:7]1=2)(=[O:4])[CH3:3]. The catalyst class is: 54.